From a dataset of Drug-target binding data from BindingDB using IC50 measurements. Regression. Given a target protein amino acid sequence and a drug SMILES string, predict the binding affinity score between them. We predict pIC50 (pIC50 = -log10(IC50 in M); higher means more potent). Dataset: bindingdb_ic50. (1) The drug is COc1ccc(C(C)=NNC(=O)c2nnn(-c3nonc3N)c2-c2ccccc2)cc1. The target protein sequence is MSIQHFRVALIPFFAAFCLPVFAHPETLVKVKDAEDKLGARVGYIELDLNSGKILESFRPEERFPMMSTFKVLLCGAVLSRVDAGQEQLGRRIHYSQNDLVEYSPVTEKHLTDGMTVRELCSAAITMSDNTAANLLLTTIGGPKELTAFLHNMGDHVTRLDRWEPELNEAIPNDERDTTMPAAMATTLRKLLTGELLTLASRQQLIDWMEADKVAGPLLRSALPAGWFIADKSGAGERGSRGIIAALGPDGKPSRIVVIYTTGSQATMDERNRQIAEIGASLIKHW. The pIC50 is 4.2. (2) The small molecule is Cn1cc(Nc2cnccc2C(=O)O)c2cccnc21. The target protein sequence is MEAATTLHPGPRPALPLGGPGPLGEFLPPPECPVFEPSWEEFADPFAFIHKIRPIAEQTGICKVRPPPDWQPPFACDVDKLHFTPRIQRLNELEAQTRVKLNFLDQIAKYWELQGSTLKIPHVERKILDLFQLNKLVAEEGGFAVVCKDRKWTKIATKMGFAPGKAVGSHIRGHYERILNPYNLFLSGDSLRCLQKPNLTTDTKDKEYKPHDIPQRQSVQPSETCPPARRAKRMRAEAMNIKIEPEETTEARTHNLRRRMGCPTPKCENEKEMKSSIKQEPIERKDYIVENEKEKPKSRSKKATNAVDLYVCLLCGSGNDEDRLLLCDGCDDSYHTFCLIPPLHDVPKGDWRCPKCLAQECSKPQEAFGFEQAARDYTLRTFGEMADAFKSDYFNMPVHMVPTELVEKEFWRLVSTIEEDVTVEYGADIASKEFGSGFPVRDGKIKLSPEEEEYLDSGWNLNNMPVMEQSVLAHITADICGMKLPWLYVGMCFSSFCWHI.... The pIC50 is 5.6. (3) The compound is CCc1cc(Nc2nc(N)cc(=O)[nH]2)ccc1C. The target protein (P0C1P9) has sequence MTEQQKFKVLADQIKISNQLDAEILNSGELTRIDVSNKNRTWEFHITLPQFLAHEDYLLFINAIEQEFKDIANVTCRFTVTNGTNQDEHAIKYFGHCIDQTALSPKVKGQLKQKKLIMSGKVLKVMVSNDIERNHFDKACNGSLIKAFRNCGFDIDKIIFETNDNDQEQNLASLEAHIQEEDEQSARLATEKLEKMKAEKAKQQDNKQSAVDKCQIGKPIQIENIKPIESIIEEEFKVAIEGVIFDINLKELKSGRHIVEIKVTDYTDSLVLKMFTRKNKDDLEHFKALSVGKWVRAQGRIEEDTFIRDLVMMMSDIEEIKKATKKDKAEEKRVEFHLHTAMSQMDGIPNIGAYVKQAADWGHPAIAVTDHNVVQAFPDAHAAAEKHGIKMIYGMEGMLVDDGVPIAYKPQDVVLKDATYVVFDVETTGLSNQYDKIIELAAVKVHNGEIIDKFERFSNPHERLSETIINLTHITDDMLVDAPEIEEVLTEFKEWVGDAI.... The pIC50 is 4.0. (4) The compound is CS(=O)(=O)NC(=O)CCCCCCCC=C(Br)Br. The target protein (P24470) has sequence MELLGFTTLALVVSVTCLSLLSVWTKLRTRGRLPPGPTPLPIIGNLLQLNLKDIPASLSKLAKEYGPVYTLYFGTSPTVVLHGYDVVKEALLQQGDEFLGRGPLPIIEDTHKGYGLIFSNGERWKVMRRFSLMTLRNFGMGKRSLEERVQEEARCLVEELQKTKAQPFDPTFILACAPCNVICSILFNDRFQYNDKTFLNLMDLLNKNFQQVNSVWCQMYNLWPTIIKYLPGKHIEFAKRIDDVKNFILEKVKEHQKSLDPANPRDYIDCFLSKIEEEKDNLKSEFHLENLAVCGSNLFTAGTETTSTTLRFGLLLLMKYPEVQAKVHEELDRVIGRHQPPSMKDKMKLPYTDAVLHEIQRYITLLPSSLPHAVVQDTKFRDYVIPKGTTVLPMLSSVMLDQKEFANPEKFDPGHFLDKNGCFKKTDYFVPFSLGKRACVGESLARMELFLFFTTLLQKFSLKTLVEPKDLDIKPITTGIINLPPPYKLCLVPR. The pIC50 is 5.2.